This data is from TCR-epitope binding with 47,182 pairs between 192 epitopes and 23,139 TCRs. The task is: Binary Classification. Given a T-cell receptor sequence (or CDR3 region) and an epitope sequence, predict whether binding occurs between them. (1) The epitope is IVTDFSVIK. The TCR CDR3 sequence is CASSWSSAGGPSYEQYF. Result: 1 (the TCR binds to the epitope). (2) The TCR CDR3 sequence is CASSPTGPTDTQYF. The epitope is KLSYGIATV. Result: 1 (the TCR binds to the epitope). (3) The epitope is RTLNAWVKV. The TCR CDR3 sequence is CASSLGVAGDGPGELFF. Result: 0 (the TCR does not bind to the epitope). (4) The epitope is TPGPGVRYPL. The TCR CDR3 sequence is CASNYLADNTGELFF. Result: 0 (the TCR does not bind to the epitope). (5) Result: 1 (the TCR binds to the epitope). The epitope is TLDSKTQSL. The TCR CDR3 sequence is CASSQDLPWDRTNTEAFF.